From a dataset of CYP1A2 inhibition data for predicting drug metabolism from PubChem BioAssay. Regression/Classification. Given a drug SMILES string, predict its absorption, distribution, metabolism, or excretion properties. Task type varies by dataset: regression for continuous measurements (e.g., permeability, clearance, half-life) or binary classification for categorical outcomes (e.g., BBB penetration, CYP inhibition). Dataset: cyp1a2_veith. (1) The molecule is Cc1nc2ccc3nc(NC(=O)c4ccc(S(=O)(=O)N5CCOCC5)cc4)sc3c2s1. The result is 0 (non-inhibitor). (2) The compound is N#Cc1ccc(-c2ccc(F)cc2)nc1Sc1ccccc1. The result is 1 (inhibitor).